Dataset: NCI-60 drug combinations with 297,098 pairs across 59 cell lines. Task: Regression. Given two drug SMILES strings and cell line genomic features, predict the synergy score measuring deviation from expected non-interaction effect. (1) Drug 1: CC1CCC2CC(C(=CC=CC=CC(CC(C(=O)C(C(C(=CC(C(=O)CC(OC(=O)C3CCCCN3C(=O)C(=O)C1(O2)O)C(C)CC4CCC(C(C4)OC)O)C)C)O)OC)C)C)C)OC. Drug 2: CN(CCCl)CCCl.Cl. Cell line: SN12C. Synergy scores: CSS=31.8, Synergy_ZIP=-4.24, Synergy_Bliss=-1.86, Synergy_Loewe=-0.156, Synergy_HSA=1.89. (2) Drug 1: CN1CCC(CC1)COC2=C(C=C3C(=C2)N=CN=C3NC4=C(C=C(C=C4)Br)F)OC. Drug 2: COC1=C2C(=CC3=C1OC=C3)C=CC(=O)O2. Cell line: SK-OV-3. Synergy scores: CSS=15.6, Synergy_ZIP=-1.36, Synergy_Bliss=3.61, Synergy_Loewe=-14.4, Synergy_HSA=2.59. (3) Drug 1: C1=CN(C=N1)CC(O)(P(=O)(O)O)P(=O)(O)O. Drug 2: C(CCl)NC(=O)N(CCCl)N=O. Cell line: HOP-92. Synergy scores: CSS=15.7, Synergy_ZIP=-6.89, Synergy_Bliss=-5.16, Synergy_Loewe=7.02, Synergy_HSA=-0.739. (4) Drug 1: CN1C(=O)N2C=NC(=C2N=N1)C(=O)N. Drug 2: CC12CCC3C(C1CCC2OP(=O)(O)O)CCC4=C3C=CC(=C4)OC(=O)N(CCCl)CCCl.[Na+]. Cell line: NCI-H522. Synergy scores: CSS=11.3, Synergy_ZIP=-6.56, Synergy_Bliss=-2.77, Synergy_Loewe=-9.20, Synergy_HSA=-2.33. (5) Drug 1: C1=NC(=NC(=O)N1C2C(C(C(O2)CO)O)O)N. Drug 2: C1=CC=C(C(=C1)C(C2=CC=C(C=C2)Cl)C(Cl)Cl)Cl. Cell line: SF-539. Synergy scores: CSS=-0.469, Synergy_ZIP=5.39, Synergy_Bliss=8.75, Synergy_Loewe=1.37, Synergy_HSA=1.67. (6) Drug 1: CCCS(=O)(=O)NC1=C(C(=C(C=C1)F)C(=O)C2=CNC3=C2C=C(C=N3)C4=CC=C(C=C4)Cl)F. Drug 2: C(CN)CNCCSP(=O)(O)O. Cell line: OVCAR-5. Synergy scores: CSS=-3.44, Synergy_ZIP=4.88, Synergy_Bliss=1.27, Synergy_Loewe=-4.48, Synergy_HSA=-4.60. (7) Drug 1: C1CCC(CC1)NC(=O)N(CCCl)N=O. Drug 2: COCCOC1=C(C=C2C(=C1)C(=NC=N2)NC3=CC=CC(=C3)C#C)OCCOC.Cl. Cell line: IGROV1. Synergy scores: CSS=40.7, Synergy_ZIP=5.56, Synergy_Bliss=6.85, Synergy_Loewe=12.1, Synergy_HSA=12.9. (8) Drug 2: C1CCC(C(C1)N)N.C(=O)(C(=O)[O-])[O-].[Pt+4]. Cell line: SK-MEL-28. Synergy scores: CSS=-10.0, Synergy_ZIP=-0.768, Synergy_Bliss=-10.0, Synergy_Loewe=-17.5, Synergy_HSA=-11.6. Drug 1: CN(C)N=NC1=C(NC=N1)C(=O)N. (9) Drug 1: CC1=C(C=C(C=C1)NC(=O)C2=CC=C(C=C2)CN3CCN(CC3)C)NC4=NC=CC(=N4)C5=CN=CC=C5. Drug 2: C(CCl)NC(=O)N(CCCl)N=O. Cell line: SF-539. Synergy scores: CSS=12.9, Synergy_ZIP=-3.79, Synergy_Bliss=0.714, Synergy_Loewe=0.961, Synergy_HSA=1.17.